The task is: Regression. Given two drug SMILES strings and cell line genomic features, predict the synergy score measuring deviation from expected non-interaction effect.. This data is from NCI-60 drug combinations with 297,098 pairs across 59 cell lines. (1) Drug 1: CC1=C2C(C(=O)C3(C(CC4C(C3C(C(C2(C)C)(CC1OC(=O)C(C(C5=CC=CC=C5)NC(=O)C6=CC=CC=C6)O)O)OC(=O)C7=CC=CC=C7)(CO4)OC(=O)C)O)C)OC(=O)C. Drug 2: CC1(CCCN1)C2=NC3=C(C=CC=C3N2)C(=O)N. Cell line: NCIH23. Synergy scores: CSS=46.8, Synergy_ZIP=-0.437, Synergy_Bliss=-3.16, Synergy_Loewe=-18.6, Synergy_HSA=-2.61. (2) Drug 1: CCC1(CC2CC(C3=C(CCN(C2)C1)C4=CC=CC=C4N3)(C5=C(C=C6C(=C5)C78CCN9C7C(C=CC9)(C(C(C8N6C)(C(=O)OC)O)OC(=O)C)CC)OC)C(=O)OC)O.OS(=O)(=O)O. Drug 2: C#CCC(CC1=CN=C2C(=N1)C(=NC(=N2)N)N)C3=CC=C(C=C3)C(=O)NC(CCC(=O)O)C(=O)O. Cell line: UACC62. Synergy scores: CSS=8.57, Synergy_ZIP=-1.30, Synergy_Bliss=0.944, Synergy_Loewe=0.839, Synergy_HSA=0.271. (3) Drug 1: CC1=CC=C(C=C1)C2=CC(=NN2C3=CC=C(C=C3)S(=O)(=O)N)C(F)(F)F. Drug 2: CNC(=O)C1=NC=CC(=C1)OC2=CC=C(C=C2)NC(=O)NC3=CC(=C(C=C3)Cl)C(F)(F)F. Cell line: ACHN. Synergy scores: CSS=-1.70, Synergy_ZIP=7.36, Synergy_Bliss=3.22, Synergy_Loewe=-1.71, Synergy_HSA=-1.12.